The task is: Predict the product of the given reaction.. This data is from Forward reaction prediction with 1.9M reactions from USPTO patents (1976-2016). Given the reactants [CH2:1]([N:8]1[CH:13]=[CH:12][CH:11]=[C:10]([C:14]([NH:16][C@@H:17]([CH2:22][CH2:23][CH2:24][NH:25][C:26]([O:28][C:29]([CH3:32])([CH3:31])[CH3:30])=[O:27])[C:18]([O:20]C)=[O:19])=[O:15])[C:9]1=[O:33])[C:2]1[CH:7]=[CH:6][CH:5]=[CH:4][CH:3]=1.Cl, predict the reaction product. The product is: [CH2:1]([N:8]1[CH:13]=[CH:12][CH:11]=[C:10]([C:14]([NH:16][C@@H:17]([CH2:22][CH2:23][CH2:24][NH:25][C:26]([O:28][C:29]([CH3:31])([CH3:30])[CH3:32])=[O:27])[C:18]([OH:20])=[O:19])=[O:15])[C:9]1=[O:33])[C:2]1[CH:7]=[CH:6][CH:5]=[CH:4][CH:3]=1.